Dataset: Forward reaction prediction with 1.9M reactions from USPTO patents (1976-2016). Task: Predict the product of the given reaction. (1) Given the reactants [F:1][C:2]1[CH:3]=[C:4]([C@H:9]2[CH2:14][C@H:13]([CH3:15])[NH:12][C:11](=O)[C@@H:10]2[C:17](OC)=[O:18])[CH:5]=[CH:6][C:7]=1[F:8], predict the reaction product. The product is: [F:1][C:2]1[CH:3]=[C:4]([C@H:9]2[CH2:14][C@H:13]([CH3:15])[NH:12][CH2:11][C@@H:10]2[CH2:17][OH:18])[CH:5]=[CH:6][C:7]=1[F:8]. (2) Given the reactants [Cl:1][C:2]1[C:3]([C:9](=[N:22][O:23][C:24]([CH3:27])([CH3:26])[CH3:25])[CH2:10][N:11]2C(=O)C3=CC=CC=C3C2=O)=[N:4][CH:5]=[C:6]([Cl:8])[CH:7]=1.O.NN, predict the reaction product. The product is: [C:24]([O:23][N:22]=[C:9]([C:3]1[C:2]([Cl:1])=[CH:7][C:6]([Cl:8])=[CH:5][N:4]=1)[CH2:10][NH2:11])([CH3:27])([CH3:25])[CH3:26].